The task is: Binary Classification. Given a drug SMILES string, predict its activity (active/inactive) in a high-throughput screening assay against a specified biological target.. This data is from HIV replication inhibition screening data with 41,000+ compounds from the AIDS Antiviral Screen. The molecule is O=c1c(-c2ccccc2)c(O)[nH]c2nc3ccccc3n12. The result is 0 (inactive).